From a dataset of Full USPTO retrosynthesis dataset with 1.9M reactions from patents (1976-2016). Predict the reactants needed to synthesize the given product. (1) Given the product [F:14][C:15]1[C:20]([CH:21]([CH3:23])[CH3:22])=[CH:19][C:18]([C:2]2[C:3]([CH:4]=[O:5])=[CH:6][C:7]([C:10]([F:13])([F:12])[F:11])=[CH:8][CH:9]=2)=[C:17]([O:27][CH3:28])[CH:16]=1, predict the reactants needed to synthesize it. The reactants are: I[C:2]1[CH:9]=[CH:8][C:7]([C:10]([F:13])([F:12])[F:11])=[CH:6][C:3]=1[CH:4]=[O:5].[F:14][C:15]1[C:20]([CH:21]([CH3:23])[CH3:22])=[CH:19][C:18](B(O)O)=[C:17]([O:27][CH3:28])[CH:16]=1. (2) Given the product [O:2]=[CH:3][CH2:4][C:5]1[CH:6]=[C:7]([CH:12]=[CH:13][CH:14]=1)[C:8]([O:10][CH3:11])=[O:9], predict the reactants needed to synthesize it. The reactants are: C[O:2]/[CH:3]=[CH:4]/[C:5]1[CH:6]=[C:7]([CH:12]=[CH:13][CH:14]=1)[C:8]([O:10][CH3:11])=[O:9].Cl. (3) Given the product [NH:32]1[C:33]2[C:29](=[CH:28][CH:27]=[C:26]([NH:25][C:22]3[N:21]=[C:20]([NH:40][CH2:41][CH2:42][CH3:43])[C:19]([C:18]#[C:17][CH2:16][CH2:15][CH2:14][NH:13][C:11](=[O:12])[C@@H:10]([N:8]([CH3:9])[C:6](=[O:7])/[CH:5]=[CH:4]/[CH2:3][N:2]([CH3:1])[CH3:45])[CH3:44])=[CH:24][N:23]=3)[CH:34]=2)[CH:30]=[N:31]1, predict the reactants needed to synthesize it. The reactants are: [CH3:1][N:2]([CH3:45])[CH2:3]/[CH:4]=[CH:5]/[C:6]([N:8]([C@@H:10]([CH3:44])[C:11]([NH:13][CH2:14][CH2:15][CH2:16][C:17]#[C:18][C:19]1[C:20]([NH:40][CH2:41][CH2:42][CH3:43])=[N:21][C:22]([NH:25][C:26]2[CH:34]=[C:33]3[C:29]([CH:30]=[N:31][N:32]3C(OCC)=O)=[CH:28][CH:27]=2)=[N:23][CH:24]=1)=[O:12])[CH3:9])=[O:7].O1CCCC1.[OH-].[Li+].O.